This data is from Forward reaction prediction with 1.9M reactions from USPTO patents (1976-2016). The task is: Predict the product of the given reaction. (1) Given the reactants [F:1][C:2]1[CH:3]=[C:4]([CH:6]=[CH:7][CH:8]=1)[NH2:5].[C:9]([OH:13])(=[O:12])[CH:10]=[CH2:11], predict the reaction product. The product is: [F:1][C:2]1[CH:3]=[C:4]([NH:5][CH2:11][CH2:10][C:9]([OH:13])=[O:12])[CH:6]=[CH:7][CH:8]=1. (2) Given the reactants [N+:1]([C:4]1[CH:5]=[CH:6][C:7]([NH2:10])=[N:8][CH:9]=1)([O-:3])=[O:2].Br[CH2:12][C:13]([C:15]1[CH:20]=[CH:19][C:18]([Br:21])=[CH:17][CH:16]=1)=O, predict the reaction product. The product is: [Br:21][C:18]1[CH:19]=[CH:20][C:15]([C:13]2[N:10]=[C:7]3[CH:6]=[CH:5][C:4]([N+:1]([O-:3])=[O:2])=[CH:9][N:8]3[CH:12]=2)=[CH:16][CH:17]=1. (3) Given the reactants Cl.Cl.Cl.[F:4][C:5]1[CH:29]=[CH:28][CH:27]=[CH:26][C:6]=1[CH2:7][N:8]1[C:12]2=[N:13][CH:14]=[CH:15][CH:16]=[C:11]2[C:10]([C:17]2[N:22]=[C:21]([NH2:23])[C:20]([NH2:24])=[C:19]([NH2:25])[N:18]=2)=[N:9]1.Cl[C:31]([O:33][CH3:34])=[O:32], predict the reaction product. The product is: [NH2:25][C:19]1[C:20]([NH:24][C:31](=[O:32])[O:33][CH3:34])=[C:21]([NH2:23])[N:22]=[C:17]([C:10]2[C:11]3[C:12](=[N:13][CH:14]=[CH:15][CH:16]=3)[N:8]([CH2:7][C:6]3[CH:26]=[CH:27][CH:28]=[CH:29][C:5]=3[F:4])[N:9]=2)[N:18]=1. (4) Given the reactants [O:1]1[C:5]2[CH:6]=[CH:7][C:8]([C:10]3([C:13]([OH:15])=O)[CH2:12][CH2:11]3)=[CH:9][C:4]=2[O:3][CH2:2]1.[CH:16]([C:19]1[N:24]=[CH:23][C:22]([NH2:25])=[CH:21][CH:20]=1)([CH3:18])[CH3:17].C(N(CC)CC)C.F[P-](F)(F)(F)(F)F.N1(OC(N(C)C)=[N+](C)C)C2N=CC=CC=2N=N1, predict the reaction product. The product is: [O:1]1[C:5]2[CH:6]=[CH:7][C:8]([C:10]3([C:13]([NH:25][C:22]4[CH:23]=[N:24][C:19]([CH:16]([CH3:18])[CH3:17])=[CH:20][CH:21]=4)=[O:15])[CH2:11][CH2:12]3)=[CH:9][C:4]=2[O:3][CH2:2]1.